From a dataset of Full USPTO retrosynthesis dataset with 1.9M reactions from patents (1976-2016). Predict the reactants needed to synthesize the given product. (1) Given the product [CH3:1][C:2]1[C@@H:19]([O:20][C:21]([C@H:23]([OH:40])[C@@H:24]([NH:31][C:32]([C:34]2[CH:39]=[CH:38][CH:37]=[CH:36][CH:35]=2)=[O:33])[C:25]2[CH:26]=[CH:27][CH:28]=[CH:29][CH:30]=2)=[O:22])[CH2:18][C@:14]2([OH:41])[C:15]([CH3:16])([CH3:17])[C:3]=1[C@@H:4]([O:59][C:60]([CH3:62])=[O:61])[C:5]([C@@:7]1([CH3:58])[C@H:12]([C@@H:13]2[O:42][C:43]([C:45]2[CH:50]=[CH:49][CH:48]=[CH:47][CH:46]=2)=[O:44])[C@:11]2([O:53][C:54]([CH3:56])=[O:55])[CH2:51][O:52][C@@H:10]2[CH2:9][C@@H:8]1[OH:57])=[O:6], predict the reactants needed to synthesize it. The reactants are: [CH3:1][C:2]1[C@@H:19]([O:20][C:21]([C@H:23]([OH:40])[C@@H:24]([NH:31][C:32]([C:34]2[CH:35]=[CH:36][CH:37]=[CH:38][CH:39]=2)=[O:33])[C:25]2[CH:26]=[CH:27][CH:28]=[CH:29][CH:30]=2)=[O:22])[CH2:18][C@:14]2([OH:41])[C:15]([CH3:17])([CH3:16])[C:3]=1[C@@H:4]([O:59][C:60]([CH3:62])=[O:61])[C:5]([C@@:7]1([CH3:58])[C@H:12]([C@@H:13]2[O:42][C:43]([C:45]2[CH:46]=[CH:47][CH:48]=[CH:49][CH:50]=2)=[O:44])[C@:11]2([O:53][C:54]([CH3:56])=[O:55])[CH2:51][O:52][C@@H:10]2[CH2:9][C@@H:8]1[OH:57])=[O:6].C(#N)C. (2) Given the product [Cl:24][C:23]1[CH:22]=[CH:21][C:20]([C@H:25]([CH3:34])[CH2:26][C:27]([O:29][C:30]([CH3:33])([CH3:31])[CH3:32])=[O:28])=[CH:19][C:18]=1[NH:17][C:15](=[O:16])[C@H:8]([CH:9]([C:11]([F:14])([F:13])[F:12])[CH3:10])[NH2:7], predict the reactants needed to synthesize it. The reactants are: C(OC([NH:7][C@H:8]([C:15]([NH:17][C:18]1[CH:19]=[C:20]([C@H:25]([CH3:34])[CH2:26][C:27]([O:29][C:30]([CH3:33])([CH3:32])[CH3:31])=[O:28])[CH:21]=[CH:22][C:23]=1[Cl:24])=[O:16])[CH:9]([C:11]([F:14])([F:13])[F:12])[CH3:10])=O)C=C.CC1(C)CC(=O)CC(=O)C1. (3) The reactants are: [CH3:1][O:2][CH2:3][C@@H:4]([OH:6])[CH3:5].[Cl:7][C:8]1[N:13]=[C:12](Cl)[C:11]([Cl:15])=[CH:10][N:9]=1.[H-].[Na+]. Given the product [Cl:7][C:8]1[N:13]=[C:12]([O:6][C@@H:4]([CH3:5])[CH2:3][O:2][CH3:1])[C:11]([Cl:15])=[CH:10][N:9]=1, predict the reactants needed to synthesize it. (4) The reactants are: [O:1]=[C:2]([CH3:16])[CH2:3][CH2:4][N:5]1[C:13](=[O:14])[C:12]2[C:7](=[CH:8][CH:9]=[CH:10][CH:11]=2)[C:6]1=[O:15].[Br:17]Br.OS(O)(=O)=O. Given the product [Br:17][CH2:16][C:2](=[O:1])[CH2:3][CH2:4][N:5]1[C:13](=[O:14])[C:12]2[C:7](=[CH:8][CH:9]=[CH:10][CH:11]=2)[C:6]1=[O:15], predict the reactants needed to synthesize it. (5) Given the product [ClH:55].[C:46]([C:41]1[CH:42]=[C:43]2[C:38](=[C:39]([F:50])[CH:40]=1)[C:37](=[O:51])[N:36]([C:7]1[CH:8]=[CH:9][CH:10]=[C:11]([C:12]3[CH:17]=[C:16]([NH:18][C:19]4[CH:24]=[CH:23][C:22]([N:25]5[CH2:26][CH2:27][N:28]([CH:31]([CH3:32])[CH3:33])[CH2:29][CH2:30]5)=[CH:21][N:20]=4)[C:15](=[O:34])[N:14]([CH3:35])[N:13]=3)[C:6]=1[CH2:5][OH:4])[N:45]=[CH:44]2)([CH3:48])([CH3:49])[CH3:47], predict the reactants needed to synthesize it. The reactants are: C([O:4][CH2:5][C:6]1[C:11]([C:12]2[CH:17]=[C:16]([NH:18][C:19]3[CH:24]=[CH:23][C:22]([N:25]4[CH2:30][CH2:29][N:28]([CH:31]([CH3:33])[CH3:32])[CH2:27][CH2:26]4)=[CH:21][N:20]=3)[C:15](=[O:34])[N:14]([CH3:35])[N:13]=2)=[CH:10][CH:9]=[CH:8][C:7]=1[N:36]1[N:45]=[CH:44][C:43]2[C:38](=[C:39]([F:50])[CH:40]=[C:41]([C:46]([CH3:49])([CH3:48])[CH3:47])[CH:42]=2)[C:37]1=[O:51])(=O)C.[OH-].[Na+].C(Cl)[Cl:55]. (6) Given the product [Cl:16][C:17]1[CH:24]=[CH:23][CH:22]=[CH:21][C:18]=1[C:19]1[C:5]2[NH:6][C:7]3[C:12](=[CH:11][CH:10]=[CH:9][CH:8]=3)[C:4]=2[CH:3]=[CH:2][N:1]=1, predict the reactants needed to synthesize it. The reactants are: [NH2:1][C@H:2](C(O)=O)[CH2:3][C:4]1[C:12]2[C:7](=[CH:8][CH:9]=[CH:10][CH:11]=2)[NH:6][CH:5]=1.[Cl:16][C:17]1[CH:24]=[CH:23][CH:22]=[CH:21][C:18]=1[CH:19]=O.[Cr](O[Cr]([O-])(=O)=O)([O-])(=O)=O.[K+].[K+].[O-]S([O-])=O.[Na+].[Na+].[OH-].[Na+]. (7) Given the product [CH2:24]([O:23][C:5]1[CH:4]=[CH:3][C:2]([N:1]2[C:36](=[O:37])[C:30]3[C:29](=[CH:28][CH:27]=[C:32]([C:33]([OH:35])=[O:34])[CH:31]=3)[C:39]2=[O:38])=[CH:7][C:6]=1[C:8]1[O:9][C:10]2[CH:16]=[CH:15][C:14]([C:17]3[CH:22]=[CH:21][CH:20]=[CH:19][CH:18]=3)=[CH:13][C:11]=2[N:12]=1)[CH:25]=[CH2:26], predict the reactants needed to synthesize it. The reactants are: [NH2:1][C:2]1[CH:3]=[CH:4][C:5]([O:23][CH2:24][CH:25]=[CH2:26])=[C:6]([C:8]2[O:9][C:10]3[CH:16]=[CH:15][C:14]([C:17]4[CH:22]=[CH:21][CH:20]=[CH:19][CH:18]=4)=[CH:13][C:11]=3[N:12]=2)[CH:7]=1.[CH:27]1[C:32]([C:33]([OH:35])=[O:34])=[CH:31][C:30]2[C:36]([O:38][C:39](=O)[C:29]=2[CH:28]=1)=[O:37]. (8) Given the product [C:14]([Si:1]([C:19]#[CH:20])([C:8]1[CH:13]=[CH:12][CH:11]=[CH:10][CH:9]=1)[C:2]1[CH:7]=[CH:6][CH:5]=[CH:4][CH:3]=1)([CH3:17])([CH3:16])[CH3:15], predict the reactants needed to synthesize it. The reactants are: [Si:1](Cl)([C:14]([CH3:17])([CH3:16])[CH3:15])([C:8]1[CH:13]=[CH:12][CH:11]=[CH:10][CH:9]=1)[C:2]1[CH:7]=[CH:6][CH:5]=[CH:4][CH:3]=1.[CH2:19]1COC[CH2:20]1.